The task is: Regression. Given a peptide amino acid sequence and an MHC pseudo amino acid sequence, predict their binding affinity value. This is MHC class I binding data.. This data is from Peptide-MHC class I binding affinity with 185,985 pairs from IEDB/IMGT. (1) The peptide sequence is ETLLLLGLM. The MHC is HLA-A26:01 with pseudo-sequence HLA-A26:01. The binding affinity (normalized) is 0.548. (2) The peptide sequence is ATPYDINQML. The MHC is HLA-B07:02 with pseudo-sequence HLA-B07:02. The binding affinity (normalized) is 0.102. (3) The binding affinity (normalized) is 0.0847. The peptide sequence is AYLLQHLDL. The MHC is HLA-A26:01 with pseudo-sequence HLA-A26:01. (4) The peptide sequence is GELRKAICL. The MHC is HLA-A26:02 with pseudo-sequence HLA-A26:02. The binding affinity (normalized) is 0.0847. (5) The peptide sequence is LLLSICLGSL. The MHC is HLA-A02:01 with pseudo-sequence HLA-A02:01. The binding affinity (normalized) is 0.648.